Dataset: Experimentally validated miRNA-target interactions with 360,000+ pairs, plus equal number of negative samples. Task: Binary Classification. Given a miRNA mature sequence and a target amino acid sequence, predict their likelihood of interaction. (1) The miRNA is hsa-miR-92a-2-5p with sequence GGGUGGGGAUUUGUUGCAUUAC. The protein sequence of the target gene is MGRPPPCAIQPWILLLLFMGAWAGLTRAQGSKILEGRECIPHSQPWQAALFQGERLICGGVLVGDRWVLTAAHCKKQKYSVRLGDHSLQSRDQPEQEIQVAQSIQHPCYNNSNPEDHSHDIMLIRLQNSANLGDKVKPVQLANLCPKVGQKCIISGWGTVTSPQENFPNTLNCAEVKIYSQNKCERAYPGKITEGMVCAGSSNGADTCQGDSGGPLVCDGMLQGITSWGSDPCGKPEKPGVYTKICRYTTWIKKTMDNRD. Result: 0 (no interaction). (2) The miRNA is hsa-miR-106b-3p with sequence CCGCACUGUGGGUACUUGCUGC. The protein sequence of the target gene is MQSLRPEQTRGLLEPERTKTLLPRESRAWEKPPHPACTKDWEAVEVGASSHDSDEKDLSSQETGLSQEWSSVEEDDESEGSQGFVEWSKAPQQTTIVLVVCVLFLFLVLTGMPMMFHI. Result: 0 (no interaction). (3) Result: 0 (no interaction). The protein sequence of the target gene is MPGPLGLLCFLALGLLGSAGPSGAAPPLCAAPCSCDGDRRVDCSGKGLTAVPEGLSAFTQALDISMNNITQLPEDAFKNFPFLEELQLAGNDLSFIHPKALSGLKELKVLTLQNNQLKTVPSEAIRGLSALQSLRLDANHITSVPEDSFEGLVQLRHLWLDDNSLTEVPVHPLSNLPTLQALTLALNKISSIPDFAFTNLSSLVVLHLHNNKIRSLSQHCFDGLDNLETLDLNYNNLGEFPQAIKALPSLKELGFHSNSISVIPDGAFDGNPLLRTIHLYDNPLSFVGNSAFHNLSDLHS.... The miRNA is hsa-miR-4999-3p with sequence UCACUACCUGACAAUACAGU. (4) Result: 1 (interaction). The protein sequence of the target gene is MTHEEHHAAKTLGIGKAIAVLTSGGDAQGMNAAVRAVVRVGIFTGARVFFVHEGYQGLVDGGDHIKEATWESVSMMLQLGGTVIGSARCKDFREREGRLRAAYNLVKRGITNLCVIGGDGSLTGADTFRSEWSDLLSDLQKAGKITDEEATKSSYLNIVGLVGSIDNDFCGTDMTIGTDSALHRIMEIVDAITTTAQSHQRTFVLEVMGRHCGYLALVTSLSCGADWVFIPECPPDDDWEEHLCRRLSETRTRGSRLNIIIVAEGAIDKNGKPITSEDIKNLVVKRLGYDTRVTVLGHVQ.... The miRNA is hsa-miR-1250-3p with sequence ACAUUUUCCAGCCCAUUCA. (5) The miRNA is hsa-miR-4709-3p with sequence UUGAAGAGGAGGUGCUCUGUAGC. The protein sequence of the target gene is MSTVKEAAHRLSKSEMSLYAVLDLKKGASPEDFKKSYSHSALLPHPPFEYHLGRKLALRYHPDKNPGNAQAAEIFKEINAAHAILSDSKKRKIYDQHGSLGIYLYDHFGEEGVRYYFILNSCWFKTLVILCTLLTCCCFCCCCCFCCGALKPPPEQDSGRKYQQNVQSQPPRSGAKCDFRSEENSEDDF. Result: 1 (interaction). (6) The miRNA is mmu-miR-425-5p with sequence AAUGACACGAUCACUCCCGUUGA. The protein sequence of the target gene is MKPPGSISRRPTLTGCSLPGASCGPGRCPAGPVPARAPPCRLLLVLLLLPALATSSRPRARGAAAPSAPHWNETAEKTLGVLADEDNTLQQNSSSRNTSYSSAVQKEITLPSRLVYYINQDSESPYHVLDTKARHQQKHNKAVHLAQASFQIEAFGSKFILDLTLNNGLLSSDYVEIHYEDGKQMYSKGGEHCYYHGSIRGVKDSRVALSTCNGLHGMFEDDTFVYMIEPLELTDDEKSTGRPHIIQKTLAGQYSKQMKNLSTDGSDQWPLLPELQWLRRRKRAVNPSRGVFEEMKYLEL.... Result: 1 (interaction). (7) The miRNA is mmu-miR-721 with sequence CAGUGCAAUUAAAAGGGGGAA. The protein sequence of the target gene is MESKAWESNNEDLLSSSGVTSNGGSSSSFFVSSIRGTIIENTSSAGTLTQVPFFPKYEVELDSPRKIIPSPGKEHFERVLEEYSHQVKDLQRRLNESNELHEKQKFYLRQSVIDLQTKLQEMQMERDAMADIRRRESQSQEDLRNQLQNTVHELEAAKCLKEDMLKDSNTQIEQLRKMMLSHEGVLQEIRSILVDFEEASGKKICEHDSMSTLHFRSLGSAISKILRELDTEISYLKGRIFPVEDQLEALKSESQNKIELLLQQHQDRIEQLISEHEVEITGLTEKASSARSQANSIQSQ.... Result: 0 (no interaction). (8) The miRNA is hsa-miR-335-5p with sequence UCAAGAGCAAUAACGAAAAAUGU. The protein sequence of the target gene is MIRPQLRTAGLGRCLLPGLLLLLVPVLWAGAEKLHTQPSCPAVCQPTRCPALPTCALGTTPVFDLCRCCRVCPAAEREVCGGAQGQPCAPGLQCLQPLRPGFPSTCGCPTLGGAVCGSDRRTYPSMCALRAENRAARRLGKVPAVPVQWGNCGDTGTRSAGPLRRNYNFIAAVVEKVAPSVVHVQLWGRLLHGSRLVPVYSGSGFIVSEDGLIITNAHVVRNQQWIEVVLQNGARYEAVVKDIDLKLDLAVIKIESNAELPVLMLGRSSDLRAGEFVVALGSPFSLQNTATAGIVSTKQR.... Result: 1 (interaction). (9) The miRNA is hsa-miR-92a-1-5p with sequence AGGUUGGGAUCGGUUGCAAUGCU. The protein sequence of the target gene is MGEDAAQAEKFQHPNTDMLQEKPSSPSPMPSSTPSPSLNLGSTEEAIRDNSQVNAVTVHTLLDKLVNMLDAVRENQHNMEQRQINLEGSVKGIQNDLTKLSKYQASTSNTVSKLLEKSRKVSAHTRAVRERLERQCVQVKRLENNHAQLLRRNHFKVLIFQEESEIPASVFVKEPVPSAAEGKEELADENKSLEETLHNVDLSSDDELPRDEEALEDSAEEKMEESRAEKIKRSSLKKVDSLKKAFSRQNIEKKMNKLGTKIVSVERREKIKKSLTPNHQKASSGKSSPFKVSPLSFGRK.... Result: 0 (no interaction). (10) The protein sequence of the target gene is MTTEVGSVSEVKKDSSQLGTDATKEKPKEVAENQQNQSSDPEEEKGSQPPPAAESQSSLRRQKREKETSESRGISRFIPPWLKKQKSYTLVVAKDGGDKKEPTQAVVEEQVLDKEEPLPEEQRQAKGDAEEMAQKKQEIKVEVKEEKPSVSKEEKPSVSKVEMQPTELVSKEREEKVKETQEDKLEGGAAKRETKEVQTNELKAEKASQKVTKKTKTVQCKVTLLDGTEYSCDLEKHAKGQVLFDKVCEHLNLLEKDYFGLLFQESPEQKNWLDPAKEIKRQLRNLPWLFTFNVKFYPPD.... The miRNA is rno-miR-132-5p with sequence ACCGUGGCUUUCGAUUGUUACU. Result: 0 (no interaction).